This data is from Full USPTO retrosynthesis dataset with 1.9M reactions from patents (1976-2016). The task is: Predict the reactants needed to synthesize the given product. Given the product [CH2:1]([C:8]1[CH:9]=[N:10][C:11]2[C:16]([C:17]=1[C:18]1[CH:19]=[C:20]([NH:24][CH2:32][C:31]3[CH:34]=[CH:35][CH:36]=[C:37]([O:38][CH3:39])[C:30]=3[F:29])[CH:21]=[CH:22][CH:23]=1)=[CH:15][CH:14]=[CH:13][C:12]=2[C:25]([F:28])([F:26])[F:27])[C:2]1[CH:3]=[CH:4][CH:5]=[CH:6][CH:7]=1, predict the reactants needed to synthesize it. The reactants are: [CH2:1]([C:8]1[CH:9]=[N:10][C:11]2[C:16]([C:17]=1[C:18]1[CH:19]=[C:20]([NH2:24])[CH:21]=[CH:22][CH:23]=1)=[CH:15][CH:14]=[CH:13][C:12]=2[C:25]([F:28])([F:27])[F:26])[C:2]1[CH:7]=[CH:6][CH:5]=[CH:4][CH:3]=1.[F:29][C:30]1[C:37]([O:38][CH3:39])=[CH:36][CH:35]=[CH:34][C:31]=1[CH:32]=O.